From a dataset of Catalyst prediction with 721,799 reactions and 888 catalyst types from USPTO. Predict which catalyst facilitates the given reaction. (1) Reactant: C(N(CC)CC)C.[CH3:8][C:9]1([CH3:17])[CH2:14][O:13][CH:12]([CH2:15][OH:16])[CH2:11][O:10]1.[CH3:18][S:19](Cl)(=[O:21])=[O:20]. Product: [CH3:18][S:19]([O:16][CH2:15][CH:12]1[CH2:11][O:10][C:9]([CH3:17])([CH3:8])[CH2:14][O:13]1)(=[O:21])=[O:20]. The catalyst class is: 503. (2) The catalyst class is: 51. Product: [N:16]1[CH:17]=[CH:18][C:13]([N:8]2[CH2:9][CH2:10][C:5]3([O:4][CH2:3][CH2:2][O:1]3)[CH2:6][CH2:7]2)=[CH:14][CH:15]=1. Reactant: [O:1]1[C:5]2([CH2:10][CH2:9][NH:8][CH2:7][CH2:6]2)[O:4][CH2:3][CH2:2]1.Br.Br[C:13]1[CH:18]=[CH:17][N:16]=[CH:15][CH:14]=1.CCN(C(C)C)C(C)C. (3) Reactant: [F:1][C:2]1[CH:28]=[C:27]([F:29])[CH:26]=[CH:25][C:3]=1[O:4][C:5]1[CH:12]=[CH:11][C:8]([CH:9]=O)=[CH:7][C:6]=1[C:13]1[C:21]2[C:16](=[C:17]([O:22][CH3:23])[N:18]=[CH:19][CH:20]=2)[N:15]([CH3:24])[CH:14]=1.[NH:30]1[CH2:35][CH2:34][CH:33]([NH:36][C:37](=[O:43])[O:38][C:39]([CH3:42])([CH3:41])[CH3:40])[CH2:32][CH2:31]1.C(O)(=O)C.C(O[BH-](OC(=O)C)OC(=O)C)(=O)C.[Na+]. Product: [F:1][C:2]1[CH:28]=[C:27]([F:29])[CH:26]=[CH:25][C:3]=1[O:4][C:5]1[CH:12]=[CH:11][C:8]([CH2:9][N:30]2[CH2:31][CH2:32][CH:33]([NH:36][C:37](=[O:43])[O:38][C:39]([CH3:41])([CH3:40])[CH3:42])[CH2:34][CH2:35]2)=[CH:7][C:6]=1[C:13]1[C:21]2[C:16](=[C:17]([O:22][CH3:23])[N:18]=[CH:19][CH:20]=2)[N:15]([CH3:24])[CH:14]=1. The catalyst class is: 4. (4) The catalyst class is: 463. Reactant: C(OC/C=[C:7](/[CH2:9][CH2:10]/[CH:11]=[C:12](/[CH2:14][CH2:15][CH:16]=[C:17]([CH3:19])C)\C)\C)(=O)C. Product: [CH2:7]1[C@H:9]2[C@@H:15]([CH2:14][CH2:12][CH2:11][CH2:10]2)[CH2:16][CH2:17][CH2:19]1. (5) Reactant: [I:1][C:2]1[CH:10]=[CH:9][C:5]([C:6]([OH:8])=O)=[CH:4][C:3]=1[O:11][CH3:12].C([N:15](C(C)C)C(C)C)C.CN(C(ON1N=NC2C=CC=CC1=2)=[N+](C)C)C.[B-](F)(F)(F)F.[CH3:44][N:45]1[CH2:50][CH2:49][CH:48](N)[CH2:47][CH2:46]1. Product: [I:1][C:2]1[CH:10]=[CH:9][C:5]([C:6]([NH:15][CH:46]2[CH2:47][CH2:48][CH2:49][CH2:50][N:45]2[CH3:44])=[O:8])=[CH:4][C:3]=1[O:11][CH3:12]. The catalyst class is: 35.